Dataset: Reaction yield outcomes from USPTO patents with 853,638 reactions. Task: Predict the reaction yield, written as a fraction of the theoretical maximum amount of product (1.0 means a 100% yield; for example, 0.34 means a 34% yield). (1) The reactants are [Cl:1][C:2]1[CH:3]=[C:4]2[C:8](=[C:9]([CH3:11])[CH:10]=1)[N:7]([CH2:12][CH2:13][O:14][CH3:15])[CH:6]=[C:5]2[C:16](=[O:21])C(F)(F)F.[OH-:22].[Na+].Cl. The catalyst is O. The product is [Cl:1][C:2]1[CH:3]=[C:4]2[C:8](=[C:9]([CH3:11])[CH:10]=1)[N:7]([CH2:12][CH2:13][O:14][CH3:15])[CH:6]=[C:5]2[C:16]([OH:21])=[O:22]. The yield is 0.980. (2) The reactants are [C:1]1([S:7]([C:10]2[CH:11]=[CH:12][C:13]([CH2:20][CH2:21][CH3:22])=[C:14]([S:16](Cl)(=[O:18])=[O:17])[CH:15]=2)(=[O:9])=[O:8])[CH:6]=[CH:5][CH:4]=[CH:3][CH:2]=1.[N:23]1[CH:28]=[CH:27][CH:26]=[C:25]([CH2:29][CH2:30][NH2:31])[CH:24]=1. No catalyst specified. The product is [C:1]1([S:7]([C:10]2[CH:11]=[CH:12][C:13]([CH2:20][CH2:21][CH3:22])=[C:14]([S:16]([NH:31][CH2:30][CH2:29][C:25]3[CH:24]=[N:23][CH:28]=[CH:27][CH:26]=3)(=[O:18])=[O:17])[CH:15]=2)(=[O:9])=[O:8])[CH:6]=[CH:5][CH:4]=[CH:3][CH:2]=1. The yield is 0.680.